Dataset: Peptide-MHC class I binding affinity with 185,985 pairs from IEDB/IMGT. Task: Regression. Given a peptide amino acid sequence and an MHC pseudo amino acid sequence, predict their binding affinity value. This is MHC class I binding data. The MHC is HLA-B58:01 with pseudo-sequence HLA-B58:01. The binding affinity (normalized) is 0.0847. The peptide sequence is SHAAIGAYL.